From a dataset of Reaction yield outcomes from USPTO patents with 853,638 reactions. Predict the reaction yield, written as a fraction of the theoretical maximum amount of product (1.0 means a 100% yield; for example, 0.34 means a 34% yield). (1) The reactants are [CH2:1]([C:3]1[CH:11]=[C:6]2[CH:7]=[CH:8][CH:9]=[CH:10][N:5]2[N:4]=1)[CH3:2].C(O)(=O)C.[I:16]N1C(=O)CCC1=O. No catalyst specified. The product is [CH2:1]([C:3]1[C:11]([I:16])=[C:6]2[CH:7]=[CH:8][CH:9]=[CH:10][N:5]2[N:4]=1)[CH3:2]. The yield is 0.930. (2) The reactants are Br[C:2]1[CH:7]=[CH:6][CH:5]=[CH:4][C:3]=1[N:8]1[C:13](=[O:14])[N:12]([C:15]2[CH:20]=[CH:19][CH:18]=[CH:17][C:16]=2[O:21][CH3:22])[CH2:11][C:10]([C:23]2[CH:28]=[CH:27][CH:26]=[CH:25][N:24]=2)=[N:9]1.[Cu](C#N)[C:30]#[N:31]. The catalyst is CN(C)C=O. The product is [C:30]([C:2]1[CH:7]=[CH:6][CH:5]=[CH:4][C:3]=1[N:8]1[C:13](=[O:14])[N:12]([C:15]2[CH:20]=[CH:19][CH:18]=[CH:17][C:16]=2[O:21][CH3:22])[CH2:11][C:10]([C:23]2[CH:28]=[CH:27][CH:26]=[CH:25][N:24]=2)=[N:9]1)#[N:31]. The yield is 0.830. (3) The reactants are [CH3:1][O:2][C:3]([C:5]1[CH:10]=[CH:9][C:8]([OH:11])=[CH:7][N:6]=1)=[O:4].Cl[C:13]([F:18])([F:17])C([O-])=O.[Na+].C(=O)([O-])[O-].[Cs+].[Cs+]. The catalyst is CN(C=O)C.O. The product is [F:17][CH:13]([F:18])[O:11][C:8]1[CH:9]=[CH:10][C:5]([C:3]([O:2][CH3:1])=[O:4])=[N:6][CH:7]=1. The yield is 0.741. (4) The reactants are C(N(CC)C(C)C)(C)C.[CH2:10]([N:12]1[C:24]2[CH2:23][CH2:22][CH:21]([CH:25]3[CH2:30][CH2:29][O:28][CH2:27][CH2:26]3)[CH2:20][C:19]=2[C:18]2[C:13]1=[CH:14][CH:15]=[C:16]([C:31]([N:33]([CH2:35][CH2:36][CH2:37][C:38]([OH:40])=O)[CH3:34])=[O:32])[CH:17]=2)[CH3:11].Cl.[F:42][CH2:43][CH2:44][NH2:45].CN(C(ON1N=NC2C=CC=NC1=2)=[N+](C)C)C.F[P-](F)(F)(F)(F)F. The catalyst is CN(C=O)C. The product is [CH2:10]([N:12]1[C:24]2[CH2:23][CH2:22][CH:21]([CH:25]3[CH2:30][CH2:29][O:28][CH2:27][CH2:26]3)[CH2:20][C:19]=2[C:18]2[C:13]1=[CH:14][CH:15]=[C:16]([C:31]([N:33]([CH2:35][CH2:36][CH2:37][C:38]([NH:45][CH2:44][CH2:43][F:42])=[O:40])[CH3:34])=[O:32])[CH:17]=2)[CH3:11]. The yield is 0.700. (5) The reactants are Cl[C:2]1[C:7]([CH:8]=O)=[CH:6][N:5]=[C:4]([S:10][CH3:11])[N:3]=1.CCN(C(C)C)C(C)C.[NH2:21][NH2:22]. The catalyst is CCO. The product is [CH3:11][S:10][C:4]1[N:3]=[C:2]2[NH:21][N:22]=[CH:8][C:7]2=[CH:6][N:5]=1. The yield is 0.910. (6) The reactants are [H-].[H-].[H-].[H-].[Li+].[Al+3].[CH3:7][CH:8]([CH2:36][CH2:37][CH2:38][CH:39]([CH3:41])[CH3:40])[CH2:9][CH2:10][O:11][C:12]1[CH:17]=[CH:16][C:15]([C:18]2[CH:28]=[C:27]([C:29](OCC)=[O:30])[C:26]([O:34][CH3:35])=[CH:25][C:19]=2[C:20](OCC)=[O:21])=[CH:14][CH:13]=1.O.[OH-].[Na+]. The catalyst is C1COCC1. The product is [OH:21][CH2:20][C:19]1[CH:25]=[C:26]([O:34][CH3:35])[C:27]([CH2:29][OH:30])=[CH:28][C:18]=1[C:15]1[CH:14]=[CH:13][C:12]([O:11][CH2:10][CH2:9][CH:8]([CH3:7])[CH2:36][CH2:37][CH2:38][CH:39]([CH3:41])[CH3:40])=[CH:17][CH:16]=1. The yield is 0.930. (7) The reactants are [CH3:1][C:2]1[O:6][N:5]=[C:4]([C:7]2[CH:12]=[CH:11][CH:10]=[CH:9][CH:8]=2)[C:3]=1[CH2:13][O:14][C:15]1[CH:23]=[CH:22][C:18]([C:19]([OH:21])=O)=[CH:17][N:16]=1.Cl.[CH3:25][O:26][CH:27]1[CH2:30][NH:29][CH2:28]1. No catalyst specified. The product is [CH3:25][O:26][CH:27]1[CH2:30][N:29]([C:19]([C:18]2[CH:17]=[N:16][C:15]([O:14][CH2:13][C:3]3[C:4]([C:7]4[CH:8]=[CH:9][CH:10]=[CH:11][CH:12]=4)=[N:5][O:6][C:2]=3[CH3:1])=[CH:23][CH:22]=2)=[O:21])[CH2:28]1. The yield is 0.610. (8) The reactants are Br[C:2]1[N:7]=[C:6]2[S:8][C:9]([CH2:11][O:12][C:13]3[C:14]([F:23])=[C:15]([C:19]([F:22])=[CH:20][CH:21]=3)[C:16]([NH2:18])=[O:17])=[N:10][C:5]2=[CH:4][CH:3]=1.[CH2:24]([Sn](CCCC)(CCCC)CCCC)[CH:25]=[CH2:26].O. The catalyst is CN(C=O)C.[Pd].C1(P(C2C=CC=CC=2)C2C=CC=CC=2)C=CC=CC=1.C1(P(C2C=CC=CC=2)C2C=CC=CC=2)C=CC=CC=1.C1(P(C2C=CC=CC=2)C2C=CC=CC=2)C=CC=CC=1.C1(P(C2C=CC=CC=2)C2C=CC=CC=2)C=CC=CC=1. The product is [CH2:26]([C:2]1[N:7]=[C:6]2[S:8][C:9]([CH2:11][O:12][C:13]3[C:14]([F:23])=[C:15]([C:19]([F:22])=[CH:20][CH:21]=3)[C:16]([NH2:18])=[O:17])=[N:10][C:5]2=[CH:4][CH:3]=1)[CH:25]=[CH2:24]. The yield is 0.750. (9) The product is [C:1]([C:3]1[CH:4]=[CH:5][C:6]([CH2:7][N:8]2[CH2:13][CH2:12][CH:11]([NH:14][C:15](=[O:16])[C:17]3[CH:18]=[CH:19][C:20]([C:21]([CH:46]4[CH2:45][CH2:44][N:49]([CH2:66][C:65]5[CH:73]=[CH:74][C:62]([O:61][CH2:59][CH3:60])=[CH:63][CH:64]=5)[CH2:48][CH2:47]4)=[O:23])=[CH:24][CH:25]=3)[CH2:10][CH2:9]2)=[CH:26][CH:27]=1)#[N:2]. The catalyst is CN(C)C=O.O. The reactants are [C:1]([C:3]1[CH:27]=[CH:26][C:6]([CH2:7][N:8]2[CH2:13][CH2:12][CH:11]([NH:14][C:15]([C:17]3[CH:25]=[CH:24][C:20]([C:21]([OH:23])=O)=[CH:19][CH:18]=3)=[O:16])[CH2:10][CH2:9]2)=[CH:5][CH:4]=1)#[N:2].C(N(CC)CC)C.CN(C(ON1N=N[C:45]2[CH:46]=[CH:47][CH:48]=[N:49][C:44]1=2)=[N+](C)C)C.F[P-](F)(F)(F)(F)F.[CH2:59]([O:61][C:62]1[CH:74]=[CH:73][C:65]([CH2:66]C2CCNCC2)=[CH:64][CH:63]=1)[CH3:60]. The yield is 0.550. (10) The reactants are [Br:1][C:2]1[CH:7]=[CH:6][C:5]([C:8]2([C:12](O)=[O:13])[CH2:11][CH2:10][CH2:9]2)=[C:4]([O:15][CH3:16])[CH:3]=1.B.O1CCCC1. The catalyst is O1CCCC1. The product is [Br:1][C:2]1[CH:7]=[CH:6][C:5]([C:8]2([CH2:12][OH:13])[CH2:9][CH2:10][CH2:11]2)=[C:4]([O:15][CH3:16])[CH:3]=1. The yield is 0.920.